This data is from Forward reaction prediction with 1.9M reactions from USPTO patents (1976-2016). The task is: Predict the product of the given reaction. (1) Given the reactants [CH3:1][O:2][C:3]1[CH:30]=[CH:29][C:6]([CH2:7][N:8]2[C:12]3[N:13]=[CH:14][C:15]4[CH2:16][CH:17]([NH:21]C(=O)OC(C)(C)C)[CH2:18][CH2:19][C:20]=4[C:11]=3[CH:10]=[N:9]2)=[CH:5][CH:4]=1.FC(F)(F)C(O)=O, predict the reaction product. The product is: [CH3:1][O:2][C:3]1[CH:4]=[CH:5][C:6]([CH2:7][N:8]2[C:12]3[N:13]=[CH:14][C:15]4[CH2:16][CH:17]([NH2:21])[CH2:18][CH2:19][C:20]=4[C:11]=3[CH:10]=[N:9]2)=[CH:29][CH:30]=1. (2) Given the reactants [OH:1][CH:2]1[CH2:6][CH2:5][O:4][C:3]1=[O:7].N1C=CN=C1.[Si:13](Cl)([C:16]([CH3:19])([CH3:18])[CH3:17])([CH3:15])[CH3:14], predict the reaction product. The product is: [Si:13]([O:1][CH:2]1[CH2:6][CH2:5][O:4][C:3]1=[O:7])([C:16]([CH3:19])([CH3:18])[CH3:17])([CH3:15])[CH3:14]. (3) Given the reactants [CH3:1][C:2]1[O:6][C:5]([C:7]2[CH:16]=[CH:15][C:10]([C:11]([O:13][CH3:14])=[O:12])=[CH:9][CH:8]=2)=[N:4][C:3]=1[CH2:17][SH:18].CS(O[C@@H:24]1[CH2:28][CH2:27][C@H:26]([NH:29][C:30](=[O:36])[O:31][C:32]([CH3:35])([CH3:34])[CH3:33])[CH2:25]1)(=O)=O, predict the reaction product. The product is: [C:32]([O:31][C:30]([NH:29][C@H:26]1[CH2:27][CH2:28][C@H:24]([S:18][CH2:17][C:3]2[N:4]=[C:5]([C:7]3[CH:8]=[CH:9][C:10]([C:11]([O:13][CH3:14])=[O:12])=[CH:15][CH:16]=3)[O:6][C:2]=2[CH3:1])[CH2:25]1)=[O:36])([CH3:35])([CH3:33])[CH3:34]. (4) Given the reactants [CH:1]1([N:7]2[CH2:11][CH2:10][CH:9]([CH2:12][C:13]3[CH:18]=[CH:17][CH:16]=[CH:15][C:14]=3[N+:19]([O-])=O)[C:8]2=[O:22])[CH2:6][CH2:5][CH2:4][CH2:3][CH2:2]1.O, predict the reaction product. The product is: [NH2:19][C:14]1[CH:15]=[CH:16][CH:17]=[CH:18][C:13]=1[CH2:12][CH:9]1[CH2:10][CH2:11][N:7]([CH:1]2[CH2:2][CH2:3][CH2:4][CH2:5][CH2:6]2)[C:8]1=[O:22]. (5) Given the reactants Br[CH:2]([CH2:6][CH2:7][CH2:8][CH2:9][CH2:10][CH2:11][CH2:12][CH2:13][CH2:14][CH2:15][CH2:16][CH2:17][CH2:18][CH3:19])[C:3]([OH:5])=[O:4].[OH-:20].[K+], predict the reaction product. The product is: [OH:20][CH:2]([CH2:6][CH2:7][CH2:8][CH2:9][CH2:10][CH2:11][CH2:12][CH2:13][CH2:14][CH2:15][CH2:16][CH2:17][CH2:18][CH3:19])[C:3]([OH:5])=[O:4]. (6) Given the reactants [CH2:1]([N:3]1[CH2:7][CH2:6][C@@H:5]([CH2:8][C:9]2[CH:14]=[CH:13][CH:12]=[C:11]([F:15])[CH:10]=2)[CH2:4]1)[CH3:2].FC1C=C(C=CC=1)C[C@H]1CCNC1, predict the reaction product. The product is: [CH2:1]([N:3]1[CH2:7][CH2:6][C@H:5]([CH2:8][C:9]2[CH:14]=[CH:13][CH:12]=[C:11]([F:15])[CH:10]=2)[CH2:4]1)[CH3:2]. (7) Given the reactants Br[CH2:2][C:3]([C:5]1[CH:10]=[CH:9][CH:8]=[CH:7][CH:6]=1)=O.[CH:11]([NH2:13])=[O:12], predict the reaction product. The product is: [C:5]1([C:3]2[N:13]=[CH:11][O:12][CH:2]=2)[CH:10]=[CH:9][CH:8]=[CH:7][CH:6]=1. (8) Given the reactants [CH3:1][O:2][C:3]1[CH:17]=[CH:16][C:6]([O:7][CH:8]([CH2:12][CH2:13][CH2:14][CH3:15])[C:9]([OH:11])=O)=[CH:5][CH:4]=1.[NH2:18][C:19]1[CH:24]=[CH:23][CH:22]=[CH:21][N:20]=1, predict the reaction product. The product is: [CH3:1][O:2][C:3]1[CH:4]=[CH:5][C:6]([O:7][CH:8]([CH2:12][CH2:13][CH2:14][CH3:15])[C:9]([NH:18][C:19]2[CH:24]=[CH:23][CH:22]=[CH:21][N:20]=2)=[O:11])=[CH:16][CH:17]=1. (9) Given the reactants [O:1]=[C:2]1[NH:6][C:5]2[CH:7]=[CH:8][C:9]([NH:11][C:12](=[O:16])[C:13]([OH:15])=O)=[CH:10][C:4]=2[O:3]1.CN1CCOCC1.CN(C)C=O.C(OC(Cl)=O)C(C)C.Cl.[NH:38]1[CH2:43][CH2:42][CH:41]([CH2:44][C:45]2[CH:52]=[CH:51][C:48]([C:49]#[N:50])=[CH:47][CH:46]=2)[CH2:40][CH2:39]1, predict the reaction product. The product is: [C:49]([C:48]1[CH:47]=[CH:46][C:45]([CH2:44][CH:41]2[CH2:42][CH2:43][N:38]([C:13](=[O:15])[C:12]([NH:11][C:9]3[CH:8]=[CH:7][C:5]4[NH:6][C:2](=[O:1])[O:3][C:4]=4[CH:10]=3)=[O:16])[CH2:39][CH2:40]2)=[CH:52][CH:51]=1)#[N:50].